From a dataset of Reaction yield outcomes from USPTO patents with 853,638 reactions. Predict the reaction yield, written as a fraction of the theoretical maximum amount of product (1.0 means a 100% yield; for example, 0.34 means a 34% yield). (1) The reactants are [CH3:1][O:2][C:3]1[C:4]([NH:15][C:16](=[O:20])OCC)=[N:5][C:6]2[C:11]([N:12]=1)=[CH:10][C:9]([O:13][CH3:14])=[CH:8][CH:7]=2.[CH3:21][C:22]1[CH:23]=[C:24]([N:28]2[CH2:33][CH2:32][NH:31][CH2:30][CH2:29]2)[CH:25]=[CH:26][CH:27]=1. No catalyst specified. The product is [CH3:1][O:2][C:3]1[C:4]([NH:15][C:16]([N:31]2[CH2:32][CH2:33][N:28]([C:24]3[CH:25]=[CH:26][CH:27]=[C:22]([CH3:21])[CH:23]=3)[CH2:29][CH2:30]2)=[O:20])=[N:5][C:6]2[C:11]([N:12]=1)=[CH:10][C:9]([O:13][CH3:14])=[CH:8][CH:7]=2. The yield is 0.860. (2) The reactants are C([Li])CCC.Br[C:7]1[CH:12]=[CH:11][C:10]([O:13][CH:14]([F:16])[F:15])=[CH:9][CH:8]=1.[B:17]([O:26][CH:27]([CH3:29])[CH3:28])([O:22][CH:23]([CH3:25])[CH3:24])OC(C)C.P(=O)(O)(O)O. The catalyst is CCOCC. The product is [CH3:29][C:27]1([CH3:28])[C:23]([CH3:24])([CH3:25])[O:22][B:17]([C:7]2[CH:12]=[CH:11][C:10]([O:13][CH:14]([F:16])[F:15])=[CH:9][CH:8]=2)[O:26]1. The yield is 0.110. (3) The reactants are [S:1]1[CH:5]=[CH:4][C:3]2[C:6]([N:10]3[CH2:15][CH2:14][N:13]([CH2:16][CH2:17][CH2:18][CH2:19][O:20][C:21]4[CH:30]=[C:29]5[C:24]([CH2:25][CH2:26][C:27](=[O:40])[N:28]5[CH2:31][O:32][C:33]([CH:35]5[CH2:39][CH2:38][CH2:37][CH2:36]5)=[O:34])=[CH:23][CH:22]=4)[CH2:12][CH2:11]3)=[CH:7][CH:8]=[CH:9][C:2]1=2.ClC1C(=O)C(C#N)=C(C#N)C(=O)C=1Cl.O.C(=O)([O-])[O-].[Na+].[Na+]. The catalyst is C1COCC1. The product is [S:1]1[CH:5]=[CH:4][C:3]2[C:6]([N:10]3[CH2:11][CH2:12][N:13]([CH2:16][CH2:17][CH2:18][CH2:19][O:20][C:21]4[CH:30]=[C:29]5[C:24]([CH:25]=[CH:26][C:27](=[O:40])[N:28]5[CH2:31][O:32][C:33]([CH:35]5[CH2:36][CH2:37][CH2:38][CH2:39]5)=[O:34])=[CH:23][CH:22]=4)[CH2:14][CH2:15]3)=[CH:7][CH:8]=[CH:9][C:2]1=2. The yield is 0.150. (4) The reactants are [N:1]([O-:3])=[O:2].[Na+].[CH:5]1([C:8]2[C:17]3[C:12](=[CH:13][CH:14]=[CH:15][CH:16]=3)[CH:11]=[CH:10][CH:9]=2)[CH2:7][CH2:6]1.O. The catalyst is C(OCC)(=O)C. The product is [CH:5]1([C:8]2[C:17]3[C:12](=[CH:13][CH:14]=[CH:15][CH:16]=3)[C:11]([N+:1]([O-:3])=[O:2])=[CH:10][CH:9]=2)[CH2:7][CH2:6]1. The yield is 0.640. (5) The reactants are [CH3:1][C:2]1[N:6]([CH2:7][C:8]2[C:17]3[C:12](=[CH:13][CH:14]=[CH:15][CH:16]=3)[CH:11]=[CH:10][CH:9]=2)[C:5]2[CH:18]=[C:19]([N:25]3[CH2:30][CH2:29][O:28][CH2:27][CH2:26]3)[CH:20]=[C:21]([C:22]([NH2:24])=O)[C:4]=2[N:3]=1.O=P(Cl)(Cl)Cl. The catalyst is ClCCl.CN(C=O)C. The product is [CH3:1][C:2]1[N:6]([CH2:7][C:8]2[C:17]3[C:12](=[CH:13][CH:14]=[CH:15][CH:16]=3)[CH:11]=[CH:10][CH:9]=2)[C:5]2[CH:18]=[C:19]([N:25]3[CH2:30][CH2:29][O:28][CH2:27][CH2:26]3)[CH:20]=[C:21]([C:22]#[N:24])[C:4]=2[N:3]=1. The yield is 0.640. (6) The reactants are [NH2:1][C:2]1[N:7]=[CH:6][N:5]=[C:4]2[N:8]([CH:24]3[CH2:29][CH2:28][CH2:27][N:26]([C:30](=[O:34])[CH2:31][C:32]#[N:33])[CH2:25]3)[N:9]=[C:10]([C:11]3[CH:16]=[CH:15][C:14]([O:17][C:18]4[CH:23]=[CH:22][CH:21]=[CH:20][CH:19]=4)=[CH:13][CH:12]=3)[C:3]=12.N1[CH2:40][CH2:39][CH2:38][CH2:37]C1.C1(C=O)CC1. The catalyst is CO. The product is [NH2:1][C:2]1[N:7]=[CH:6][N:5]=[C:4]2[N:8]([C@@H:24]3[CH2:29][CH2:28][CH2:27][N:26]([C:30]([C:31](=[CH:37][CH:38]4[CH2:40][CH2:39]4)[C:32]#[N:33])=[O:34])[CH2:25]3)[N:9]=[C:10]([C:11]3[CH:12]=[CH:13][C:14]([O:17][C:18]4[CH:19]=[CH:20][CH:21]=[CH:22][CH:23]=4)=[CH:15][CH:16]=3)[C:3]=12. The yield is 0.640.